This data is from HIV replication inhibition screening data with 41,000+ compounds from the AIDS Antiviral Screen. The task is: Binary Classification. Given a drug SMILES string, predict its activity (active/inactive) in a high-throughput screening assay against a specified biological target. (1) The drug is CC(=NNS(=O)(=O)c1ccc([N+](=O)[O-])cc1)c1cccc[n+]1[O-]. The result is 0 (inactive). (2) The drug is O=C(O)CCc1nc(-c2ccccc2)c(-c2ccccc2)o1. The result is 0 (inactive).